From a dataset of CYP2C19 inhibition data for predicting drug metabolism from PubChem BioAssay. Regression/Classification. Given a drug SMILES string, predict its absorption, distribution, metabolism, or excretion properties. Task type varies by dataset: regression for continuous measurements (e.g., permeability, clearance, half-life) or binary classification for categorical outcomes (e.g., BBB penetration, CYP inhibition). Dataset: cyp2c19_veith. (1) The molecule is O=C(OC(C(=O)O)C(OC(=O)c1ccccc1)C(=O)NCc1ccccc1)c1ccccc1. The result is 0 (non-inhibitor). (2) The drug is C[S@](=N)(=O)CC[C@H](N)P(=O)(O)O. The result is 0 (non-inhibitor).